Dataset: Reaction yield outcomes from USPTO patents with 853,638 reactions. Task: Predict the reaction yield, written as a fraction of the theoretical maximum amount of product (1.0 means a 100% yield; for example, 0.34 means a 34% yield). (1) The reactants are [OH:1][C:2]1[C:10]([CH3:11])=[CH:9][CH:8]=[CH:7][C:3]=1[C:4](O)=[O:5].[CH3:12][O:13][C:14]([C:16]1([NH2:29])[CH2:27][C:26]2[C:28]3[C:22]([CH:23]=[CH:24][CH:25]=2)=[CH:21][CH:20]=[CH:19][C:18]=3[CH2:17]1)=[O:15].CN(C(ON1N=NC2C=CC=NC1=2)=[N+](C)C)C.F[P-](F)(F)(F)(F)F.CCN(C(C)C)C(C)C. The catalyst is CN(C=O)C. The product is [CH3:12][O:13][C:14]([C:16]1([NH:29][C:4](=[O:5])[C:3]2[CH:7]=[CH:8][CH:9]=[C:10]([CH3:11])[C:2]=2[OH:1])[CH2:27][C:26]2[C:28]3[C:22]([CH:23]=[CH:24][CH:25]=2)=[CH:21][CH:20]=[CH:19][C:18]=3[CH2:17]1)=[O:15]. The yield is 0.130. (2) The reactants are C(OP([O-])OCC)C.[H-].[Na+].Br[CH:12]([CH3:16])[C:13]([OH:15])=[O:14].[H][H].[C:19]1([C:25]2[CH:26]=[C:27]([CH:30]=O)[S:28][CH:29]=2)[CH:24]=[CH:23][CH:22]=[CH:21][CH:20]=1. The catalyst is COCCOC. The product is [CH3:16]/[C:12](=[CH:30]\[C:27]1[S:28][CH:29]=[C:25]([C:19]2[CH:20]=[CH:21][CH:22]=[CH:23][CH:24]=2)[CH:26]=1)/[C:13]([OH:15])=[O:14]. The yield is 0.290. (3) The reactants are [Br:1][C:2]1[CH:9]=[CH:8][C:5]([CH:6]=[O:7])=[C:4](F)[CH:3]=1.C(=O)([O-])[O-].[K+].[K+].[OH:17][CH2:18][CH2:19][N:20]1[CH2:25][CH2:24][NH:23][CH2:22][CH2:21]1. The catalyst is CN(C)C=O.C(OCC)(=O)C. The product is [Br:1][C:2]1[CH:9]=[CH:8][C:5]([CH:6]=[O:7])=[C:4]([N:23]2[CH2:24][CH2:25][N:20]([CH2:19][CH2:18][OH:17])[CH2:21][CH2:22]2)[CH:3]=1. The yield is 0.490. (4) The reactants are [NH2:1][C:2]1[CH:7]=[CH:6][C:5]([N:8]2[C:14](=[O:15])[CH2:13][C:12](=[O:16])[NH:11][C:10]3[C:17]4[C:22]([CH:23]=[CH:24][C:9]2=3)=[CH:21][CH:20]=[CH:19][CH:18]=4)=[CH:4][CH:3]=1.[Br:25][C:26]1[CH:31]=[CH:30][CH:29]=[CH:28][C:27]=1[CH2:32][S:33](Cl)(=[O:35])=[O:34]. No catalyst specified. The product is [Br:25][C:26]1[CH:31]=[CH:30][CH:29]=[CH:28][C:27]=1[CH2:32][S:33]([NH:1][C:2]1[CH:7]=[CH:6][C:5]([N:8]2[C:14](=[O:15])[CH2:13][C:12](=[O:16])[NH:11][C:10]3[C:17]4[C:22]([CH:23]=[CH:24][C:9]2=3)=[CH:21][CH:20]=[CH:19][CH:18]=4)=[CH:4][CH:3]=1)(=[O:35])=[O:34]. The yield is 0.460. (5) The reactants are COC1C=CC(C[O:8][C:9]([C:11]2[CH:20]=[C:19]([O:21][CH2:22][C:23](=[O:35])[NH:24][C:25]3[CH:30]=[CH:29][CH:28]=[CH:27][C:26]=3[C:31]([O:33][CH3:34])=[O:32])[C:18]3[C:13](=[CH:14][C:15]([Cl:37])=[CH:16][C:17]=3[Cl:36])[CH:12]=2)=[O:10])=CC=1.C(O)(C(F)(F)F)=O. The catalyst is C(Cl)Cl. The product is [Cl:36][C:17]1[CH:16]=[C:15]([Cl:37])[CH:14]=[C:13]2[C:18]=1[C:19]([O:21][CH2:22][C:23](=[O:35])[NH:24][C:25]1[CH:30]=[CH:29][CH:28]=[CH:27][C:26]=1[C:31]([O:33][CH3:34])=[O:32])=[CH:20][C:11]([C:9]([OH:10])=[O:8])=[CH:12]2. The yield is 0.880. (6) The reactants are [F:1][C:2]1[CH:7]=[CH:6][C:5]([C:8]2[C:16]3[C:15]([O:17][CH2:18][CH2:19][CH2:20][O:21][C:22]4[CH:23]=[C:24]([CH:26]=[CH:27][CH:28]=4)[NH2:25])=[N:14][CH:13]=[N:12][C:11]=3[S:10][CH:9]=2)=[CH:4][CH:3]=1.[CH:29]([N:32]([CH:35](C)C)CC)(C)[CH3:30].ClC(Cl)([O:41]C(=O)OC(Cl)(Cl)Cl)Cl.C(N)C. The catalyst is ClCCl. The product is [CH2:29]([NH:32][C:35]([NH:25][C:24]1[CH:26]=[CH:27][CH:28]=[C:22]([O:21][CH2:20][CH2:19][CH2:18][O:17][C:15]2[C:16]3[C:8]([C:5]4[CH:6]=[CH:7][C:2]([F:1])=[CH:3][CH:4]=4)=[CH:9][S:10][C:11]=3[N:12]=[CH:13][N:14]=2)[CH:23]=1)=[O:41])[CH3:30]. The yield is 0.510. (7) The reactants are [CH3:1][C:2]1([CH3:9])[O:6][CH:5]([CH2:7][OH:8])[CH2:4][O:3]1.C(N(CC)CC)C.[S:17](Cl)([C:20]1[CH:26]=[CH:25][C:23]([CH3:24])=[CH:22][CH:21]=1)(=[O:19])=[O:18]. The catalyst is CN(C)C1C=CN=CC=1.ClCCl. The product is [CH3:24][C:23]1[CH:25]=[CH:26][C:20]([S:17]([O:8][CH2:7][CH:5]2[CH2:4][O:3][C:2]([CH3:9])([CH3:1])[O:6]2)(=[O:19])=[O:18])=[CH:21][CH:22]=1. The yield is 0.530. (8) The reactants are [Cl:1][C:2]1[CH:7]=[CH:6][C:5]([C:8]2[C:12]([CH2:13][O:14][C:15]3[CH:23]=[CH:22][C:18]([C:19]([OH:21])=O)=[CH:17][N:16]=3)=[CH:11][O:10][N:9]=2)=[CH:4][CH:3]=1.[NH2:24][CH2:25][C:26]([CH3:30])([CH3:29])[CH2:27][OH:28]. No catalyst specified. The product is [Cl:1][C:2]1[CH:3]=[CH:4][C:5]([C:8]2[C:12]([CH2:13][O:14][C:15]3[CH:23]=[CH:22][C:18]([C:19]([NH:24][CH2:25][C:26]([CH3:30])([CH3:29])[CH2:27][OH:28])=[O:21])=[CH:17][N:16]=3)=[CH:11][O:10][N:9]=2)=[CH:6][CH:7]=1. The yield is 0.600.